This data is from Experimentally validated miRNA-target interactions with 360,000+ pairs, plus equal number of negative samples. The task is: Binary Classification. Given a miRNA mature sequence and a target amino acid sequence, predict their likelihood of interaction. (1) The miRNA is hsa-miR-3944-5p with sequence UGUGCAGCAGGCCAACCGAGA. The protein sequence of the target gene is MTRQSLWDVSDTDVEDGEIRINVGGFKRRLRSHTLLRFPETRLGRLLLCHSREAILELCDDYDDVQREFYFDRNPELFPYVLHFYHTGKLHVMAELCVFSFSQEIEYWGINEFFIDSCCSYSYHGRKVEPEQEKWDEQSDQESTTSSFDEILAFYNDASKFDGQPLGNFRRQLWLALDNPGYSVLSRVFSVLSILVVLGSIITMCLNSLPDFQIPDSQGNPGEDPRFEIVEHFGIAWFTFELVARFAVAPDFLKFFKNALNLIDLMSIVPFYITLVVNLVVESSPTLANLGRVAQVLRLM.... Result: 0 (no interaction). (2) The miRNA is hsa-miR-545-5p with sequence UCAGUAAAUGUUUAUUAGAUGA. The protein sequence of the target gene is MTLTLSVLICLGLSVGPRTCVQAGTLPKPTLWAEPASVIARGKPVTLWCQGPLETEEYRLDKEGLPWARKRQNPLEPGAKAKFHIPSTVYDSAGRYRCYYETPAGWSEPSDPLELVATGFYAEPTLLALPSPVVASGGNVTLQCDTLDGLLTFVLVEEEQKLPRTLYSQKLPKGPSQALFPVGPVTPSCRWRFRCYYYYRKNPQVWSNPSDLLEILVPGVSRKPSLLIPQGSVVARGGSLTLQCRSDVGYDIFVLYKEGEHDLVQGSGQQPQAGLSQANFTLGPVSRSHGGQYRCYGAHN.... Result: 0 (no interaction). (3) The miRNA is hsa-miR-1245b-5p with sequence UAGGCCUUUAGAUCACUUAAA. The protein sequence of the target gene is MSSDSEMAIFGEAAPFLRKSERERIEAQNKPFDAKTSVFVVDPKESFVKATVQSREGGKVTAKTEAGATVTVKDDQVFPMNPPKYDKIEDMAMMTHLHEPAVLYNLKERYAAWMIYTYSGLFCVTVNPYKWLPVYNAEVVTAYRGKKRQEAPPHIFSISDNAYQFMLTDRENQSILITGESGAGKTVNTKRVIQYFATIAVTGEKKKEEVTSGKMQGTLEDQIISANPLLEAFGNAKTVRNDNSSRFGKFIRIHFGTTGKLASADIETYLLEKSRVTFQLKAERSYHIFYQIMSNKKPDL.... Result: 0 (no interaction). (4) The miRNA is hsa-miR-4776-5p with sequence GUGGACCAGGAUGGCAAGGGCU. The protein sequence of the target gene is MDGRDFAPPPHLLSERGSLGHRSAAAAARLAPAGPAAQPAAHFQPGKYFPSPLPMASHTASSRLMGNPPASSFMGSFLTSSLGSAASAHPSGPTSSPSEPAYRGSHPATSQIWFSHSHEAPAYPRFSGSLASTFLPVSHLDHHGNSNVLYGQHRFYGTQKDNFYLRNLPPQPTILPANHNFPGVPRATPAHPIGSCSRDRIEAASLQKGPKEFDRFLMGKEVGKEKVSKGAEGRERPAVEEDSGKDRQKLVPPMPAEGPCKEAGPAPRGSCEGRPKHLTSCLLNTKVLNGDMGKASLASC.... Result: 0 (no interaction). (5) The miRNA is hsa-miR-802 with sequence CAGUAACAAAGAUUCAUCCUUGU. The protein sequence of the target gene is MRKVVLITGASSGIGLALCGRLLAEDDDLHLCLACRNLSKARAVRDTLLASHPSAEVSIVQMDVSSLQSVVRGAEEVKQKFQRLDYLYLNAGILPNPQFNLKAFFCGIFSRNVIHMFTTAEGILTQNDSVTADGLQEVFETNLFGHFILIRELEPLLCHADNPSQLIWTSSRNAKKANFSLEDIQHSKGPEPYSSSKYATDLLNVALNRNFNQKGLYSSVMCPGVVMTNMTYGILPPFIWTLLLPIMWLLRFFVNALTVTPYNGAEALVWLFHQKPESLNPLTKYASATSGFGTNYVTGQ.... Result: 0 (no interaction).